Dataset: Full USPTO retrosynthesis dataset with 1.9M reactions from patents (1976-2016). Task: Predict the reactants needed to synthesize the given product. (1) Given the product [CH3:19][S:16]([CH:15]=[CH:33][C@H:30]1[CH2:29][CH2:28][C@H:27]([NH:26][C:25](=[O:35])[O:24][C:20]([CH3:23])([CH3:22])[CH3:21])[CH2:32][CH2:31]1)(=[O:17])=[O:18], predict the reactants needed to synthesize it. The reactants are: CC(C)([O-])C.[K+].C(OP([CH2:15][S:16]([CH3:19])(=[O:18])=[O:17])(=O)OCC)C.[C:20]([O:24][C:25](=[O:35])[NH:26][C@H:27]1[CH2:32][CH2:31][C@H:30]([CH:33]=O)[CH2:29][CH2:28]1)([CH3:23])([CH3:22])[CH3:21]. (2) Given the product [N:47]1[CH:52]=[CH:51][CH:50]=[CH:49][C:48]=1[C:53]1[S:57][C:56]([CH2:58][NH:59][C:44]([C:27]2[N:28]=[C:29]3[C:34]([C:35]([F:37])([F:36])[F:38])=[CH:33][C:32]([C:39]4[O:40][CH:41]=[CH:42][CH:43]=4)=[CH:31][N:30]3[C:26]=2[Cl:25])=[O:46])=[CH:55][CH:54]=1, predict the reactants needed to synthesize it. The reactants are: CN(C(ON1N=NC2C=CC=NC1=2)=[N+](C)C)C.F[P-](F)(F)(F)(F)F.[Cl:25][C:26]1[N:30]2[CH:31]=[C:32]([C:39]3[O:40][CH:41]=[CH:42][CH:43]=3)[CH:33]=[C:34]([C:35]([F:38])([F:37])[F:36])[C:29]2=[N:28][C:27]=1[C:44]([OH:46])=O.[N:47]1[CH:52]=[CH:51][CH:50]=[CH:49][C:48]=1[C:53]1[S:57][C:56]([CH2:58][NH2:59])=[CH:55][CH:54]=1. (3) Given the product [C:1]1([CH:7]([C:33]2[CH:34]=[CH:35][CH:36]=[CH:37][CH:38]=2)[N:8]2[CH:13]=[CH:12][CH:11]=[C:10]([C:14]([NH:16][C@@H:17]([CH2:22][CH2:23][CH2:24][NH:25][C:26]([NH:28][N+:29]([O-:31])=[O:30])=[NH:27])[C:18]([OH:20])=[O:19])=[O:15])[C:9]2=[O:32])[CH:6]=[CH:5][CH:4]=[CH:3][CH:2]=1, predict the reactants needed to synthesize it. The reactants are: [C:1]1([CH:7]([C:33]2[CH:38]=[CH:37][CH:36]=[CH:35][CH:34]=2)[N:8]2[CH:13]=[CH:12][CH:11]=[C:10]([C:14]([NH:16][C@@H:17]([CH2:22][CH2:23][CH2:24][NH:25][C:26]([NH:28][N+:29]([O-:31])=[O:30])=[NH:27])[C:18]([O:20]C)=[O:19])=[O:15])[C:9]2=[O:32])[CH:6]=[CH:5][CH:4]=[CH:3][CH:2]=1.[OH-].[Na+]. (4) Given the product [CH2:1]([O:8][C:9]1[CH:10]=[C:11]2[C:15](=[CH:16][CH:17]=1)[NH:14][C:13]([C:18]([N:32]1[CH2:31][CH2:30][N:29]([C:27]([O:26][C:22]([CH3:25])([CH3:24])[CH3:23])=[O:28])[CH2:34][CH2:33]1)=[O:20])=[CH:12]2)[C:2]1[CH:3]=[CH:4][CH:5]=[CH:6][CH:7]=1, predict the reactants needed to synthesize it. The reactants are: [CH2:1]([O:8][C:9]1[CH:10]=[C:11]2[C:15](=[CH:16][CH:17]=1)[NH:14][C:13]([C:18]([OH:20])=O)=[CH:12]2)[C:2]1[CH:7]=[CH:6][CH:5]=[CH:4][CH:3]=1.Cl.[C:22]([O:26][C:27]([N:29]1[CH2:34][CH2:33][NH:32][CH2:31][CH2:30]1)=[O:28])([CH3:25])([CH3:24])[CH3:23].C1C=CC2N(O)N=NC=2C=1.CCN=C=NCCCN(C)C.C(=O)([O-])O.[Na+]. (5) Given the product [ClH:12].[CH3:13][O:9][C:7]([CH:4]1[CH2:5][S:6][CH2:11][CH2:10][NH:3]1)=[O:8], predict the reactants needed to synthesize it. The reactants are: Cl.C[N:3]([CH2:10][CH2:11][Cl:12])[C@H:4]([C:7]([OH:9])=[O:8])[CH2:5][SH:6].[C:13](=O)(O)[O-].[Na+]. (6) Given the product [Cl:15][C:16]1[CH:21]=[CH:20][C:19]2[NH:22][C:2]3[C:10]4[CH:9]=[CH:8][CH:7]=[C:6]([C:11]([OH:13])=[O:12])[C:5]=4[CH2:4][C:3]=3[C:18]=2[CH:17]=1, predict the reactants needed to synthesize it. The reactants are: O=[C:2]1[C:10]2[CH:9]=[CH:8][CH:7]=[C:6]([C:11]([OH:13])=[O:12])[C:5]=2[CH2:4][CH2:3]1.Cl.[Cl:15][C:16]1[CH:21]=[CH:20][C:19]([NH:22]N)=[CH:18][CH:17]=1. (7) Given the product [C:1]([O:5][C:6](=[O:7])[NH:8][C@@H:9]1[CH2:14][CH2:13][CH2:12][N:11]([C:15]2[N:32]([CH2:33][C:34]3[CH:39]=[CH:38][CH:37]=[CH:36][C:35]=3[Cl:40])[C:18]3[C:19](=[O:31])[N:20]([CH3:30])[C:21]4[CH:22]=[CH:23][C:24]([C:27]([N:54]([CH3:55])[CH3:52])=[O:29])=[CH:25][C:26]=4[C:17]=3[N:16]=2)[CH2:10]1)([CH3:3])([CH3:4])[CH3:2], predict the reactants needed to synthesize it. The reactants are: [C:1]([O:5][C:6]([NH:8][C@@H:9]1[CH2:14][CH2:13][CH2:12][N:11]([C:15]2[N:32]([CH2:33][C:34]3[CH:39]=[CH:38][CH:37]=[CH:36][C:35]=3[Cl:40])[C:18]3[C:19](=[O:31])[N:20]([CH3:30])[C:21]4[CH:22]=[CH:23][C:24]([C:27]([OH:29])=O)=[CH:25][C:26]=4[C:17]=3[N:16]=2)[CH2:10]1)=[O:7])([CH3:4])([CH3:3])[CH3:2].ON1C2C=CC=CC=2N=N1.Cl.[CH2:52]([N:54]=[C:55]=NCCCN(C)C)C.CNC.[Cl-].[NH4+].